From a dataset of Full USPTO retrosynthesis dataset with 1.9M reactions from patents (1976-2016). Predict the reactants needed to synthesize the given product. (1) Given the product [CH3:1][O:2][C:3]1[CH:4]=[C:5]([CH:6]=[CH:7][C:8]=1[O:9][CH3:10])[CH2:11][C:12]1[N:17]([C:18]2[CH:23]=[CH:22][C:21]([F:24])=[CH:20][CH:19]=2)[C:16]([SH:25])=[N:15][N:14]=1, predict the reactants needed to synthesize it. The reactants are: [CH3:1][O:2][C:3]1[CH:4]=[C:5]([CH2:11][C:12]([NH:14][NH:15][C:16](=[S:25])[NH:17][C:18]2[CH:23]=[CH:22][C:21]([F:24])=[CH:20][CH:19]=2)=O)[CH:6]=[CH:7][C:8]=1[O:9][CH3:10].Cl. (2) Given the product [Cl:1][C:2]1[CH:7]=[CH:6][C:5]([C:8]2[C:14]3[CH:15]=[C:16]([O:19][CH3:20])[CH:17]=[CH:18][C:13]=3[N:12]3[C:21]([CH3:24])=[N:22][N:23]=[C:11]3[C@H:10]([CH2:25][C:26]([O:28][CH2:38][CH2:39][CH2:40][CH3:41])=[O:27])[N:9]=2)=[CH:4][CH:3]=1, predict the reactants needed to synthesize it. The reactants are: [Cl:1][C:2]1[CH:7]=[CH:6][C:5]([C:8]2[C:14]3[CH:15]=[C:16]([O:19][CH3:20])[CH:17]=[CH:18][C:13]=3[N:12]3[C:21]([CH3:24])=[N:22][N:23]=[C:11]3[C@H:10]([CH2:25][C:26]([OH:28])=[O:27])[N:9]=2)=[CH:4][CH:3]=1.CC(C)N=C=NC(C)C.[CH2:38](O)[CH2:39][CH2:40][CH3:41]. (3) Given the product [F:7][C:6]([F:8])([F:9])[CH:5]([C:10]1[CH:15]=[CH:14][CH:13]=[CH:12][CH:11]=1)[CH2:4][C:3]([O:2][CH3:1])=[O:16], predict the reactants needed to synthesize it. The reactants are: [CH3:1][O:2][C:3](=[O:16])[CH:4]=[C:5]([C:10]1[CH:15]=[CH:14][CH:13]=[CH:12][CH:11]=1)[C:6]([F:9])([F:8])[F:7].[H][H]. (4) The reactants are: Cl[C:2]1[CH:3]=[CH:4][C:5]2[N:6]([CH:8]=[C:9]([CH3:11])[N:10]=2)[N:7]=1.[CH3:12][S:13]([C:16]1[CH:21]=[CH:20][C:19](B(O)O)=[CH:18][CH:17]=1)(=[O:15])=[O:14].C([O-])([O-])=O.[K+].[K+].C(Cl)Cl. Given the product [CH3:12][S:13]([C:16]1[CH:21]=[CH:20][C:19]([C:2]2[CH:3]=[CH:4][C:5]3[N:6]([CH:8]=[C:9]([CH3:11])[N:10]=3)[N:7]=2)=[CH:18][CH:17]=1)(=[O:15])=[O:14], predict the reactants needed to synthesize it. (5) The reactants are: [F:1][C:2]([F:18])([F:17])[C:3]1[CH:4]=[C:5]([C:9]2[O:13][C:12]([C:14]([OH:16])=O)=[CH:11][CH:10]=2)[CH:6]=[CH:7][CH:8]=1.C(Cl)(=O)C(Cl)=O.[CH2:25]1[O:33][C:32]2[CH:31]=[CH:30][C:29]([CH:34]3[C:46]4[NH:45][C:44]5[C:39](=[CH:40][CH:41]=[CH:42][CH:43]=5)[C:38]=4[CH2:37][CH2:36][NH:35]3)=[CH:28][C:27]=2[O:26]1.C(N(CC)CC)C. Given the product [CH2:25]1[O:33][C:32]2[CH:31]=[CH:30][C:29]([CH:34]3[C:46]4[NH:45][C:44]5[C:39](=[CH:40][CH:41]=[CH:42][CH:43]=5)[C:38]=4[CH2:37][CH2:36][N:35]3[C:14]([C:12]3[O:13][C:9]([C:5]4[CH:6]=[CH:7][CH:8]=[C:3]([C:2]([F:1])([F:18])[F:17])[CH:4]=4)=[CH:10][CH:11]=3)=[O:16])=[CH:28][C:27]=2[O:26]1, predict the reactants needed to synthesize it. (6) Given the product [C:7]([O:11][C:12]([N:14]1[CH2:17][CH:16]([C:18]([N:1]2[CH2:5][CH2:4][C@H:3]([OH:6])[CH2:2]2)=[O:19])[CH2:15]1)=[O:13])([CH3:10])([CH3:9])[CH3:8], predict the reactants needed to synthesize it. The reactants are: [NH:1]1[CH2:5][CH2:4][C@H:3]([OH:6])[CH2:2]1.[C:7]([O:11][C:12]([N:14]1[CH2:17][CH:16]([C:18](O)=[O:19])[CH2:15]1)=[O:13])([CH3:10])([CH3:9])[CH3:8].Cl.CN(C)CCCN=C=NCC.